The task is: Predict the reactants needed to synthesize the given product.. This data is from Full USPTO retrosynthesis dataset with 1.9M reactions from patents (1976-2016). (1) The reactants are: BrC1C=CC(O)=C(C2C=[CH:16][C:15]3[C:10](=[CH:11][CH:12]=[C:13]([C:18]4[N:22]([CH:23]5[CH2:28][CH2:27][CH2:26][CH2:25][CH2:24]5)[C:21]5[CH:29]=[CH:30][C:31]([C:33]([OH:35])=[O:34])=[CH:32][C:20]=5[N:19]=4)[CH:14]=3)[N:9]=2)C=1.[CH2:37]([O:44][C:45]1[CH:46]=[CH:47][C:48]2[O:52][C:51]([CH3:53])=[C:50]([C:54](=O)[CH3:55])[C:49]=2[CH:57]=1)[C:38]1[CH:43]=[CH:42][CH:41]=[CH:40][CH:39]=1.[OH-].[K+]. Given the product [CH2:37]([O:44][C:45]1[CH:46]=[CH:47][C:48]2[O:52][C:51]([CH3:53])=[C:50]([C:54]3[CH:55]=[CH:16][C:15]4[C:10](=[CH:11][CH:12]=[C:13]([C:18]5[N:22]([CH:23]6[CH2:24][CH2:25][CH2:26][CH2:27][CH2:28]6)[C:21]6[CH:29]=[CH:30][C:31]([C:33]([OH:35])=[O:34])=[CH:32][C:20]=6[N:19]=5)[CH:14]=4)[N:9]=3)[C:49]=2[CH:57]=1)[C:38]1[CH:43]=[CH:42][CH:41]=[CH:40][CH:39]=1, predict the reactants needed to synthesize it. (2) Given the product [CH3:8][O:9][C:10]1[CH:11]=[C:12]([CH:13]2[CH2:4][O:14]2)[CH:15]=[CH:16][C:17]=1[O:18][CH3:19], predict the reactants needed to synthesize it. The reactants are: [H-].[Na+].[I-].[CH3:4][S+](C)C.[CH3:8][O:9][C:10]1[CH:11]=[C:12]([CH:15]=[CH:16][C:17]=1[O:18][CH3:19])[CH:13]=[O:14].